Dataset: Reaction yield outcomes from USPTO patents with 853,638 reactions. Task: Predict the reaction yield, written as a fraction of the theoretical maximum amount of product (1.0 means a 100% yield; for example, 0.34 means a 34% yield). The reactants are [C:1]([O:5][CH2:6][CH3:7])(=[O:4])[CH:2]=[CH2:3].C(N(CC)CC)C.I[C:16]1[C:17](=[O:35])[CH2:18][CH2:19][N:20]([C:28]([O:30][C:31]([CH3:34])([CH3:33])[CH3:32])=[O:29])[C:21]=1[C:22]1[CH:27]=[CH:26][CH:25]=[CH:24][CH:23]=1.CCOCC. The catalyst is CN(C=O)C.C1C=CC([P]([Pd]([P](C2C=CC=CC=2)(C2C=CC=CC=2)C2C=CC=CC=2)([P](C2C=CC=CC=2)(C2C=CC=CC=2)C2C=CC=CC=2)[P](C2C=CC=CC=2)(C2C=CC=CC=2)C2C=CC=CC=2)(C2C=CC=CC=2)C2C=CC=CC=2)=CC=1. The product is [CH2:6]([O:5][C:1](=[O:4])/[CH:2]=[CH:3]/[C:16]1[C:17](=[O:35])[CH2:18][CH2:19][N:20]([C:28]([O:30][C:31]([CH3:33])([CH3:32])[CH3:34])=[O:29])[C:21]=1[C:22]1[CH:27]=[CH:26][CH:25]=[CH:24][CH:23]=1)[CH3:7]. The yield is 0.780.